From a dataset of Merck oncology drug combination screen with 23,052 pairs across 39 cell lines. Regression. Given two drug SMILES strings and cell line genomic features, predict the synergy score measuring deviation from expected non-interaction effect. (1) Drug 1: C=CCn1c(=O)c2cnc(Nc3ccc(N4CCN(C)CC4)cc3)nc2n1-c1cccc(C(C)(C)O)n1. Drug 2: CCC1(O)C(=O)OCc2c1cc1n(c2=O)Cc2cc3c(CN(C)C)c(O)ccc3nc2-1. Cell line: HT29. Synergy scores: synergy=11.7. (2) Drug 1: CCC1=CC2CN(C1)Cc1c([nH]c3ccccc13)C(C(=O)OC)(c1cc3c(cc1OC)N(C)C1C(O)(C(=O)OC)C(OC(C)=O)C4(CC)C=CCN5CCC31C54)C2. Drug 2: NC1(c2ccc(-c3nc4ccn5c(=O)[nH]nc5c4cc3-c3ccccc3)cc2)CCC1. Cell line: ES2. Synergy scores: synergy=30.6. (3) Drug 1: CS(=O)(=O)CCNCc1ccc(-c2ccc3ncnc(Nc4ccc(OCc5cccc(F)c5)c(Cl)c4)c3c2)o1. Drug 2: Cn1cc(-c2cnn3c(N)c(Br)c(C4CCCNC4)nc23)cn1. Cell line: UWB1289. Synergy scores: synergy=-17.3.